This data is from Catalyst prediction with 721,799 reactions and 888 catalyst types from USPTO. The task is: Predict which catalyst facilitates the given reaction. (1) Reactant: Cl[C:2]1[C:7]([CH:8]2[CH2:10][CH2:9]2)=[CH:6][N:5]=[C:4]([C:11]#[N:12])[CH:3]=1.[O:13]1[CH2:18][CH2:17][CH:16]([OH:19])[CH2:15][CH2:14]1.[H-].[Na+].CCCCCCC.C(OCC)(=O)C. Product: [CH:8]1([C:7]2[C:2]([O:19][CH:16]3[CH2:17][CH2:18][O:13][CH2:14][CH2:15]3)=[CH:3][C:4]([C:11]#[N:12])=[N:5][CH:6]=2)[CH2:10][CH2:9]1. The catalyst class is: 3. (2) Reactant: F[C:2]1[CH:3]=[CH:4][C:5]([N+:10]([O-:12])=[O:11])=[C:6]([CH:9]=1)[C:7]#[N:8].C(=O)([O-])[O-].[Cs+].[Cs+].[F:19][C:20]1[CH:21]=[C:22]([OH:27])[CH:23]=[C:24]([F:26])[CH:25]=1.O. Product: [F:19][C:20]1[CH:21]=[C:22]([CH:23]=[C:24]([F:26])[CH:25]=1)[O:27][C:2]1[CH:3]=[CH:4][C:5]([N+:10]([O-:12])=[O:11])=[C:6]([CH:9]=1)[C:7]#[N:8]. The catalyst class is: 3. (3) Reactant: [C:1]([O:5][C:6]([NH:8][C@@H:9]([CH2:13][N:14]([C:21]1[CH:26]=[CH:25][CH:24]=[CH:23][CH:22]=1)[C:15]1[N:20]=[CH:19][CH:18]=[CH:17][N:16]=1)[C:10](O)=[O:11])=[O:7])([CH3:4])([CH3:3])[CH3:2].C(N1C=CN=C1)([N:29]1C=CN=C1)=O.N.S(=O)(=O)(O)O. Product: [C:1]([O:5][C:6]([NH:8][C@@H:9]([CH2:13][N:14]([C:21]1[CH:22]=[CH:23][CH:24]=[CH:25][CH:26]=1)[C:15]1[N:16]=[CH:17][CH:18]=[CH:19][N:20]=1)[C:10]([NH2:29])=[O:11])=[O:7])([CH3:4])([CH3:3])[CH3:2]. The catalyst class is: 10. (4) Reactant: [CH2:1]([O:8][C:9]1[CH:14]=[C:13](Cl)[CH:12]=[CH:11][N:10]=1)[C:2]1[CH:7]=[CH:6][CH:5]=[CH:4][CH:3]=1.[CH3:16][N:17]([CH:28]1[CH2:33][CH2:32][NH:31][CH2:30][CH2:29]1)[C:18](=[O:27])[O:19][CH2:20][C:21]1[CH:26]=[CH:25][CH:24]=[CH:23][CH:22]=1.C([O-])([O-])=O.[Cs+].[Cs+].CC1(C)C2C(=C(P(C3C=CC=CC=3)C3C=CC=CC=3)C=CC=2)OC2C(P(C3C=CC=CC=3)C3C=CC=CC=3)=CC=CC1=2. Product: [CH2:1]([O:8][C:9]1[CH:14]=[C:13]([N:31]2[CH2:30][CH2:29][CH:28]([N:17]([CH3:16])[C:18](=[O:27])[O:19][CH2:20][C:21]3[CH:26]=[CH:25][CH:24]=[CH:23][CH:22]=3)[CH2:33][CH2:32]2)[CH:12]=[CH:11][N:10]=1)[C:2]1[CH:7]=[CH:6][CH:5]=[CH:4][CH:3]=1. The catalyst class is: 835. (5) The catalyst class is: 121. Product: [CH3:28][N:27]([CH2:29][C:30]1[CH:31]=[CH:32][C:33]([NH:34]/[C:16](=[C:6]2\[C:5](=[O:25])[NH:4][C:12]3[C:7]\2=[CH:8][C:9]([N+:13]([O-:15])=[O:14])=[CH:10][CH:11]=3)/[C:17]2[CH:18]=[CH:19][C:20]([Cl:23])=[CH:21][CH:22]=2)=[CH:35][CH:36]=1)[CH3:26]. Reactant: C([N:4]1[C:12]2[C:7](=[CH:8][C:9]([N+:13]([O-:15])=[O:14])=[CH:10][CH:11]=2)[C:6](=[C:16](Cl)[C:17]2[CH:22]=[CH:21][C:20]([Cl:23])=[CH:19][CH:18]=2)[C:5]1=[O:25])(=O)C.[CH3:26][N:27]([CH2:29][C:30]1[CH:36]=[CH:35][C:33]([NH2:34])=[CH:32][CH:31]=1)[CH3:28].[OH-].[Na+].